Dataset: Full USPTO retrosynthesis dataset with 1.9M reactions from patents (1976-2016). Task: Predict the reactants needed to synthesize the given product. (1) Given the product [Cl:1][C:2]1[CH:11]=[C:10]2[C:5]([NH:6][C:7](=[O:19])[C:8]3[N:9]2[CH:12]=[N:13][C:14]=3[C:15]([OH:17])=[O:16])=[CH:4][CH:3]=1, predict the reactants needed to synthesize it. The reactants are: [Cl:1][C:2]1[CH:11]=[C:10]2[C:5]([NH:6][C:7](=[O:19])[C:8]3[N:9]2[CH:12]=[N:13][C:14]=3[C:15]([O:17]C)=[O:16])=[CH:4][CH:3]=1.[Li+].[OH-].C1COCC1. (2) Given the product [CH3:8][O:9][C:6]1[C:2]([C:3]([NH2:5])=[O:4])=[N:1][CH:14]=[C:12]([CH3:11])[N:7]=1, predict the reactants needed to synthesize it. The reactants are: [NH2:1][CH:2]([C:6]#[N:7])[C:3]([NH2:5])=[O:4].[CH3:8][O-:9].[Na+].[CH3:11][C:12]([CH:14]=O)=O. (3) Given the product [F:27][C:28]1[CH:33]=[CH:32][CH:31]=[CH:30][C:29]=1[C:2]1[CH:3]=[N:4][C:5]([N:8]2[C:16]3[C:11](=[CH:12][CH:13]=[C:14]([C:17]([N:19]4[CH2:24][CH2:23][O:22][CH2:21][CH2:20]4)=[O:18])[CH:15]=3)[C:10]([CH2:25][OH:26])=[CH:9]2)=[N:6][CH:7]=1, predict the reactants needed to synthesize it. The reactants are: Br[C:2]1[CH:3]=[N:4][C:5]([N:8]2[C:16]3[C:11](=[CH:12][CH:13]=[C:14]([C:17]([N:19]4[CH2:24][CH2:23][O:22][CH2:21][CH2:20]4)=[O:18])[CH:15]=3)[C:10]([CH2:25][OH:26])=[CH:9]2)=[N:6][CH:7]=1.[F:27][C:28]1[CH:33]=[CH:32][CH:31]=[CH:30][C:29]=1B(O)O. (4) The reactants are: [Cl:1][C:2]1[CH:7]=[CH:6][C:5]([NH:8][C@H:9]2[C:18]3[C:13](=[CH:14][CH:15]=[CH:16][CH:17]=3)[N:12]([C:19](=[O:28])[C:20]3[CH:25]=[CH:24][C:23]([O:26][CH3:27])=[CH:22][CH:21]=3)[C@@H:11]([CH3:29])[CH2:10]2)=[C:4]([CH3:30])[CH:3]=1.C(N(C(C)C)CC)(C)C.[C:40](Cl)(=[O:42])[CH3:41]. Given the product [Cl:1][C:2]1[CH:7]=[CH:6][C:5]([N:8]([C@H:9]2[C:18]3[C:13](=[CH:14][CH:15]=[CH:16][CH:17]=3)[N:12]([C:19](=[O:28])[C:20]3[CH:21]=[CH:22][C:23]([O:26][CH3:27])=[CH:24][CH:25]=3)[C@@H:11]([CH3:29])[CH2:10]2)[C:40](=[O:42])[CH3:41])=[C:4]([CH3:30])[CH:3]=1, predict the reactants needed to synthesize it.